From a dataset of Reaction yield outcomes from USPTO patents with 853,638 reactions. Predict the reaction yield, written as a fraction of the theoretical maximum amount of product (1.0 means a 100% yield; for example, 0.34 means a 34% yield). (1) The reactants are [C:1]([C@H:5]1[CH2:10][CH2:9][C@H:8]([O:11][C:12]2[CH:13]=[C:14]3[C:19](=[CH:20][CH:21]=2)[CH:18]=[C:17]([C:22]#[N:23])[CH:16]=[CH:15]3)[CH2:7][CH2:6]1)([CH3:4])([CH3:3])[CH3:2].[NH4+].[OH-]. The catalyst is CO.[Ni]. The product is [C:1]([C@H:5]1[CH2:10][CH2:9][C@H:8]([O:11][C:12]2[CH:13]=[C:14]3[C:19](=[CH:20][CH:21]=2)[CH:18]=[C:17]([CH2:22][NH2:23])[CH:16]=[CH:15]3)[CH2:7][CH2:6]1)([CH3:4])([CH3:2])[CH3:3]. The yield is 0.630. (2) The reactants are [CH3:1][C:2]1[CH:7]=[CH:6][N:5]=[CH:4][C:3]=1[N:8]1[CH2:12][CH2:11][NH:10][C:9]1=[O:13].Br[C:15]1[S:16][C:17]([C:20]([F:23])([F:22])[F:21])=[CH:18][CH:19]=1.N[C@@H]1CCCC[C@H]1N.P([O-])([O-])([O-])=O.[K+].[K+].[K+]. The catalyst is [Cu](I)I.O1CCOCC1. The product is [CH3:1][C:2]1[CH:7]=[CH:6][N:5]=[CH:4][C:3]=1[N:8]1[CH2:12][CH2:11][N:10]([C:15]2[S:16][C:17]([C:20]([F:23])([F:22])[F:21])=[CH:18][CH:19]=2)[C:9]1=[O:13]. The yield is 0.650. (3) The reactants are N[C:2]1[CH:10]=[CH:9][C:5]([C:6]([OH:8])=[O:7])=[C:4]([S:11]([OH:14])(=[O:13])=[O:12])[CH:3]=1.C([O-])([O-])=O.[Na+].[Na+].N([O-])=O.[Na+].Cl.[Na+].[I-:27]. The catalyst is O.Cl. The product is [I:27][C:2]1[CH:10]=[CH:9][C:5]([C:6]([OH:8])=[O:7])=[C:4]([S:11]([OH:14])(=[O:13])=[O:12])[CH:3]=1. The yield is 0.760. (4) The reactants are I[C:2]1[CH:3]=[C:4]([N:8]2[C:16]3[C:11](=[CH:12][CH:13]=[CH:14][CH:15]=3)[C:10]([C:17]([NH2:19])=[O:18])=[N:9]2)[CH:5]=[CH:6][CH:7]=1.[S:20]1[CH:24]=[CH:23][N:22]=[C:21]1[C@:25]([OH:29])([C:27]#[CH:28])[CH3:26]. No catalyst specified. The product is [OH:29][C@:25]([C:21]1[S:20][CH:24]=[CH:23][N:22]=1)([CH3:26])[C:27]#[C:28][C:2]1[CH:3]=[C:4]([N:8]2[C:16]3[C:11](=[CH:12][CH:13]=[CH:14][CH:15]=3)[C:10]([C:17]([NH2:19])=[O:18])=[N:9]2)[CH:5]=[CH:6][CH:7]=1. The yield is 0.460. (5) The reactants are [C:1]1(=[O:8])[CH2:6][CH2:5][CH2:4][C:3](=[O:7])[CH2:2]1.C(=O)([O-])[O-].[Na+].[Na+].[F:15][C:16]([F:29])([F:28])[S:17](O[S:17]([C:16]([F:29])([F:28])[F:15])(=[O:19])=[O:18])(=[O:19])=[O:18]. The catalyst is ClCCl. The product is [F:15][C:16]([F:29])([F:28])[S:17]([O:7][C:3]1[CH2:4][CH2:5][CH2:6][C:1](=[O:8])[CH:2]=1)(=[O:19])=[O:18]. The yield is 0.660. (6) The catalyst is C(O)C.C(OCC)(=O)C.O.C([O-])(O)=O.[Na+]. The reactants are [N+:1]([C:4]1[CH:5]=[C:6]2[C:10](=[CH:11][CH:12]=1)[NH:9][C:8]([CH:13]([CH3:16])[CH2:14][OH:15])=[CH:7]2)([O-])=O.O.O.[Sn](Cl)(Cl)(Cl)Cl. The yield is 0.820. The product is [NH2:1][C:4]1[CH:5]=[C:6]2[C:10](=[CH:11][CH:12]=1)[NH:9][C:8]([CH:13]([CH3:16])[CH2:14][OH:15])=[CH:7]2.